From a dataset of Forward reaction prediction with 1.9M reactions from USPTO patents (1976-2016). Predict the product of the given reaction. (1) Given the reactants C1COCC1.[N:6]1[N:10]2[CH:11]=[CH:12][CH:13]=[N:14][C:9]2=[C:8]([C:15]2[CH:20]=[C:19]([NH2:21])[CH:18]=[CH:17][N:16]=2)[CH:7]=1.[F:22][C:23]1[CH:31]=[CH:30][C:26]([C:27](Cl)=[O:28])=[CH:25][CH:24]=1, predict the reaction product. The product is: [F:22][C:23]1[CH:31]=[CH:30][C:26]([C:27]([NH:21][C:19]2[CH:18]=[CH:17][N:16]=[C:15]([C:8]3[CH:7]=[N:6][N:10]4[CH:11]=[CH:12][CH:13]=[N:14][C:9]=34)[CH:20]=2)=[O:28])=[CH:25][CH:24]=1. (2) Given the reactants [S:1]1[C:5]2[CH:6]=[CH:7][C:8]([N:10]3[CH2:15][CH2:14][CH:13]([CH2:16][C:17]4[N:22]=[C:21]([C:23]([O:25]C(C)(C)C)=[O:24])[C:20]([O:30][CH2:31][C:32]5[CH:37]=[CH:36][CH:35]=[CH:34][CH:33]=5)=[C:19]([CH3:38])[N:18]=4)[CH2:12][CH2:11]3)=[CH:9][C:4]=2[CH:3]=[CH:2]1.[OH-].[K+].Cl, predict the reaction product. The product is: [S:1]1[C:5]2[CH:6]=[CH:7][C:8]([N:10]3[CH2:15][CH2:14][CH:13]([CH2:16][C:17]4[N:22]=[C:21]([C:23]([OH:25])=[O:24])[C:20]([O:30][CH2:31][C:32]5[CH:37]=[CH:36][CH:35]=[CH:34][CH:33]=5)=[C:19]([CH3:38])[N:18]=4)[CH2:12][CH2:11]3)=[CH:9][C:4]=2[CH:3]=[CH:2]1. (3) Given the reactants C(O[C:6](=[O:25])[NH:7][C:8]1[S:9][C:10]2[C:16]([C:17]3[CH:22]=[CH:21][CH:20]=[CH:19][CH:18]=3)=[CH:15][CH:14]=[C:13]([O:23][CH3:24])[C:11]=2[N:12]=1)(C)(C)C.[NH2:26][CH2:27][CH2:28][C:29]1[CH:34]=[CH:33][CH:32]=[CH:31][N:30]=1, predict the reaction product. The product is: [CH3:24][O:23][C:13]1[C:11]2[N:12]=[C:8]([NH:7][C:6]([NH:26][CH2:27][CH2:28][C:29]3[CH:34]=[CH:33][CH:32]=[CH:31][N:30]=3)=[O:25])[S:9][C:10]=2[C:16]([C:17]2[CH:22]=[CH:21][CH:20]=[CH:19][CH:18]=2)=[CH:15][CH:14]=1. (4) Given the reactants [Cl:1][C:2]1[CH:3]=[C:4]([C:8]#[C:9][C:10]2[NH:11][O:12][CH:13]3[NH:17][CH2:16][CH2:15][C:14]=23)[CH:5]=[CH:6][CH:7]=1.C(N(CC)CC)C.Cl[C:26]([O:28][CH2:29][CH:30]1[CH2:32][CH2:31]1)=[O:27].O, predict the reaction product. The product is: [CH:30]1([CH2:29][O:28][C:26]([N:17]2[CH:13]3[CH:14]([C:10]([C:9]#[C:8][C:4]4[CH:5]=[CH:6][CH:7]=[C:2]([Cl:1])[CH:3]=4)=[N:11][O:12]3)[CH2:15][CH2:16]2)=[O:27])[CH2:32][CH2:31]1.